This data is from Forward reaction prediction with 1.9M reactions from USPTO patents (1976-2016). The task is: Predict the product of the given reaction. (1) Given the reactants [OH:1][C:2]1[C:7]([CH:8]=[O:9])=[CH:6][C:5]([O:10][CH3:11])=[N:4][CH:3]=1.Cl.Cl[CH2:14][C:15]1[C:16]([C:21]2[N:25]([CH2:26][C:27]([O:29][CH2:30][CH3:31])=[O:28])[N:24]=[CH:23][CH:22]=2)=[N:17][CH:18]=[CH:19][CH:20]=1.C([O-])([O-])=O.[K+].[K+], predict the reaction product. The product is: [CH:8]([C:7]1[CH:6]=[C:5]([O:10][CH3:11])[N:4]=[CH:3][C:2]=1[O:1][CH2:14][C:15]1[C:16]([C:21]2[N:25]([CH2:26][C:27]([O:29][CH2:30][CH3:31])=[O:28])[N:24]=[CH:23][CH:22]=2)=[N:17][CH:18]=[CH:19][CH:20]=1)=[O:9]. (2) Given the reactants C([O:3][C:4]1[C:13]2[N:12]=[C:11]([C:14]3[CH:19]=[CH:18][CH:17]=[CH:16][CH:15]=3)[N:10]=[CH:9][C:8]=2[CH2:7][CH2:6][CH:5]=1)C, predict the reaction product. The product is: [C:14]1([C:11]2[N:10]=[CH:9][C:8]3[CH2:7][CH2:6][CH2:5][C:4](=[O:3])[C:13]=3[N:12]=2)[CH:15]=[CH:16][CH:17]=[CH:18][CH:19]=1. (3) Given the reactants [Cl-].[Cl-].C([Si](CC)(CC)C1C=CC([Zr:12](C2C=CC([Si](CC)(CC)CC)=CC=2)(=[CH2:39])([CH:34]2[CH:38]=[CH:37][CH:36]=[CH:35]2)[C:13]2[C:25]3[CH2:24][C:23]4[C:18](=[CH:19][CH:20]=[CH:21][C:22]=4[C:26]([CH3:29])([CH3:28])[CH3:27])[C:17]=3[CH:16]=[C:15]([C:30]([CH3:33])([CH3:32])[CH3:31])[CH:14]=2)=CC=1)C, predict the reaction product. The product is: [C:13]1([C:39](=[Zr:12]([CH:34]2[CH:38]=[CH:37][CH:36]=[CH:35]2)[C:13]2[C:25]3[CH2:24][C:23]4[C:18](=[CH:19][CH:20]=[CH:21][C:22]=4[C:26]([CH3:28])([CH3:27])[CH3:29])[C:17]=3[CH:16]=[C:15]([C:30]([CH3:32])([CH3:33])[CH3:31])[CH:14]=2)[C:18]2[CH:23]=[CH:22][CH:21]=[CH:20][CH:19]=2)[CH:25]=[CH:17][CH:16]=[CH:15][CH:14]=1. (4) The product is: [C:18]([N:16]1[C@@H:15]([CH3:25])[CH2:14][C@@H:13]([NH:12][S:9]([C:3]2[CH:4]=[C:5]([CH3:8])[CH:6]=[CH:7][C:2]=2[CH3:1])(=[O:11])=[O:10])[CH2:17]1)#[N:29]. Given the reactants [CH3:1][C:2]1[CH:7]=[CH:6][C:5]([CH3:8])=[CH:4][C:3]=1[S:9]([NH:12][C@H:13]1[CH2:17][N:16]([C:18](OC(C)(C)C)=O)[C@@H:15]([CH3:25])[CH2:14]1)(=[O:11])=[O:10].Cl.CC[N:29](C(C)C)C(C)C.BrC#N.C(O)C(N)(CO)CO, predict the reaction product. (5) Given the reactants [CH3:1][C:2]1[N:7]=[C:6]([NH2:8])[CH:5]=[CH:4][CH:3]=1.Cl[C:10]1[C:19]2=[N:20][N:21](CC3C=CC(OC)=CC=3)[CH:22]=[C:18]2[C:17]2[CH:16]=[C:15]([O:32][CH3:33])[CH:14]=[CH:13][C:12]=2[N:11]=1, predict the reaction product. The product is: [CH3:33][O:32][C:15]1[CH:14]=[CH:13][C:12]2[N:11]=[C:10]([NH:8][C:6]3[CH:5]=[CH:4][CH:3]=[C:2]([CH3:1])[N:7]=3)[C:19]3=[N:20][NH:21][CH:22]=[C:18]3[C:17]=2[CH:16]=1.